Predict the reactants needed to synthesize the given product. From a dataset of Full USPTO retrosynthesis dataset with 1.9M reactions from patents (1976-2016). Given the product [O:14]([C:2]1[CH:7]=[CH:6][C:5]([N+:8]([O-:10])=[O:9])=[CH:4][N:3]=1)[CH:11]([CH3:13])[CH3:12], predict the reactants needed to synthesize it. The reactants are: Cl[C:2]1[CH:7]=[CH:6][C:5]([N+:8]([O-:10])=[O:9])=[CH:4][N:3]=1.[CH:11]([O:14][Na])([CH3:13])[CH3:12].